Task: Predict the reactants needed to synthesize the given product.. Dataset: Full USPTO retrosynthesis dataset with 1.9M reactions from patents (1976-2016) Given the product [C:25]([O:24][C:23](=[O:29])[NH:22][CH:12]([C:6]1[C:7]([F:11])=[C:8]([Cl:10])[CH:9]=[C:4]([C:1](=[O:3])[CH3:2])[C:5]=1[O:30][CH2:31][CH3:32])[CH2:13][OH:14])([CH3:28])([CH3:26])[CH3:27], predict the reactants needed to synthesize it. The reactants are: [C:1]([C:4]1[C:5]([O:30][CH2:31][CH3:32])=[C:6]([CH:12]([NH:22][C:23](=[O:29])[O:24][C:25]([CH3:28])([CH3:27])[CH3:26])[CH2:13][O:14][Si](C(C)(C)C)(C)C)[C:7]([F:11])=[C:8]([Cl:10])[CH:9]=1)(=[O:3])[CH3:2].[F-].C([N+](CCCC)(CCCC)CCCC)CCC.